This data is from Full USPTO retrosynthesis dataset with 1.9M reactions from patents (1976-2016). The task is: Predict the reactants needed to synthesize the given product. (1) Given the product [CH:38]1([NH:39][C:22]([C:20]2[CH:19]=[CH:18][C:12]3[N:13]4[CH2:17][C@H:16]([CH2:15][CH2:14]4)[N:10]([C:8]([NH:7][C:2]4[CH:3]=[CH:4][CH:5]=[CH:6][N:1]=4)=[O:9])[C:11]=3[N:21]=2)=[O:23])[CH2:36][CH2:37]1, predict the reactants needed to synthesize it. The reactants are: [N:1]1[CH:6]=[CH:5][CH:4]=[CH:3][C:2]=1[NH:7][C:8]([N:10]1[C@@H:16]2[CH2:17][N:13]([CH2:14][CH2:15]2)[C:12]2[CH:18]=[CH:19][C:20]([C:22](O)=[O:23])=[N:21][C:11]1=2)=[O:9].CN(C(ON1N=NC2[CH:36]=[CH:37][CH:38]=[N:39]C1=2)=[N+](C)C)C.F[P-](F)(F)(F)(F)F.CCN(C(C)C)C(C)C.C1(N)CC1. (2) Given the product [CH3:40][C:41]1[C:45]([C:46]([N:4]2[CH2:5][CH2:6][C@H:7]([O:8][C:9]3[CH:16]=[CH:15][C:14]([C:17]4[N:22]=[C:21]([NH:23][C:24]5[CH:29]=[CH:28][C:27]([N:30]6[CH2:31][CH2:32][N:33]([CH:36]7[CH2:39][O:38][CH2:37]7)[CH2:34][CH2:35]6)=[CH:26][CH:25]=5)[N:20]=[CH:19][N:18]=4)=[CH:13][C:10]=3[C:11]#[N:12])[C@H:2]([F:1])[CH2:3]2)=[O:47])=[C:44]([CH3:49])[NH:43][N:42]=1, predict the reactants needed to synthesize it. The reactants are: [F:1][C@H:2]1[C@@H:7]([O:8][C:9]2[CH:16]=[CH:15][C:14]([C:17]3[N:22]=[C:21]([NH:23][C:24]4[CH:29]=[CH:28][C:27]([N:30]5[CH2:35][CH2:34][N:33]([CH:36]6[CH2:39][O:38][CH2:37]6)[CH2:32][CH2:31]5)=[CH:26][CH:25]=4)[N:20]=[CH:19][N:18]=3)=[CH:13][C:10]=2[C:11]#[N:12])[CH2:6][CH2:5][NH:4][CH2:3]1.[CH3:40][C:41]1[C:45]([C:46](O)=[O:47])=[C:44]([CH3:49])[NH:43][N:42]=1.CN(C(ON1N=NC2C=CC=NC1=2)=[N+](C)C)C.F[P-](F)(F)(F)(F)F. (3) The reactants are: [Cl:1][C:2]1[N:7]=[C:6]2[S:8][C:9]([CH2:11]O)=[CH:10][C:5]2=[CH:4][CH:3]=1.[C:13]1(=[O:23])[C:21]2[C:16](=[CH:17][CH:18]=[CH:19][CH:20]=2)[C:15](=[O:22])[NH:14]1.C1(P(C2C=CC=CC=2)C2C=CC=CC=2)C=CC=CC=1.CCOC(/N=N/C(OCC)=O)=O. Given the product [Cl:1][C:2]1[N:7]=[C:6]2[S:8][C:9]([CH2:11][N:14]3[C:15](=[O:22])[C:16]4[C:21](=[CH:20][CH:19]=[CH:18][CH:17]=4)[C:13]3=[O:23])=[CH:10][C:5]2=[CH:4][CH:3]=1, predict the reactants needed to synthesize it. (4) Given the product [NH2:30][C:28](=[O:29])[CH2:27][NH:1][CH2:2][C:3]1[N:7]=[C:6]([C@H:8]([CH2:17][CH2:18][CH2:19][CH:20]2[CH2:21][CH2:22][CH2:23][CH2:24][CH2:25]2)[CH2:9][C:10]([O:12][C:13]([CH3:15])([CH3:16])[CH3:14])=[O:11])[O:5][N:4]=1, predict the reactants needed to synthesize it. The reactants are: [NH2:1][CH2:2][C:3]1[N:7]=[C:6]([C@H:8]([CH2:17][CH2:18][CH2:19][CH:20]2[CH2:25][CH2:24][CH2:23][CH2:22][CH2:21]2)[CH2:9][C:10]([O:12][C:13]([CH3:16])([CH3:15])[CH3:14])=[O:11])[O:5][N:4]=1.Br[CH2:27][C:28]([NH2:30])=[O:29]. (5) Given the product [CH2:26]([O:25][C:22]1[CH:23]=[CH:24][C:19]([CH2:18][O:15][C:3]23[CH2:4][CH2:5][C:6]([CH2:12][CH2:13][CH3:14])([CH2:10][CH2:11]2)[C:7]([F:9])([F:8])[C:2]3([F:16])[F:1])=[C:20]([F:29])[C:21]=1[F:28])[CH3:27], predict the reactants needed to synthesize it. The reactants are: [F:1][C:2]1([F:16])[C:7]([F:9])([F:8])[C:6]2([CH2:12][CH2:13][CH3:14])[CH2:10][CH2:11][C:3]1([OH:15])[CH2:4][CH2:5]2.Br[CH2:18][C:19]1[CH:24]=[CH:23][C:22]([O:25][CH2:26][CH3:27])=[C:21]([F:28])[C:20]=1[F:29].[H-].[Na+].[Cl-].[NH4+]. (6) The reactants are: [O:1]=[C:2]1[C:14]2[C:13]3[C:8](=[CH:9][CH:10]=[CH:11][CH:12]=3)[N:7]([CH2:15][C:16]3[CH:25]=[CH:24][C:19]([C:20]([O:22][CH3:23])=[O:21])=[CH:18][CH:17]=3)[C:6]=2[CH2:5][CH2:4][CH2:3]1.C=O.[C:28]1(C)C=CC=CC=1. Given the product [CH2:28]=[C:3]1[C:2](=[O:1])[C:14]2[C:13]3[C:8](=[CH:9][CH:10]=[CH:11][CH:12]=3)[N:7]([CH2:15][C:16]3[CH:17]=[CH:18][C:19]([C:20]([O:22][CH3:23])=[O:21])=[CH:24][CH:25]=3)[C:6]=2[CH2:5][CH2:4]1, predict the reactants needed to synthesize it. (7) Given the product [Cl:7][C:8]1[CH:19]=[C:18]([O:20][CH3:21])[CH:17]=[C:16]2[C:9]=1[O:10][CH2:11][CH2:12][C:13]2=[O:15], predict the reactants needed to synthesize it. The reactants are: P(Cl)(Cl)(Cl)(Cl)Cl.[Cl:7][C:8]1[CH:19]=[C:18]([O:20][CH3:21])[CH:17]=[CH:16][C:9]=1[O:10][CH2:11][CH2:12][C:13]([OH:15])=O.[Cl-].[Al+3].[Cl-].[Cl-].